Dataset: Forward reaction prediction with 1.9M reactions from USPTO patents (1976-2016). Task: Predict the product of the given reaction. Given the reactants [Br:1][C:2]1[CH:7]=[CH:6][CH:5]=[C:4]([N+:8]([O-])=O)[C:3]=1[N:11]1[CH2:15][CH2:14][CH2:13][CH:12]1[C:16]([O-:18])=O.[NH4+].[Cl-], predict the reaction product. The product is: [Br:1][C:2]1[CH:7]=[CH:6][CH2:5][CH:4]2[C:3]=1[N:11]1[CH2:15][CH2:14][CH2:13][CH:12]1[C:16](=[O:18])[NH:8]2.